Dataset: NCI-60 drug combinations with 297,098 pairs across 59 cell lines. Task: Regression. Given two drug SMILES strings and cell line genomic features, predict the synergy score measuring deviation from expected non-interaction effect. (1) Drug 1: CC1C(C(CC(O1)OC2CC(CC3=C2C(=C4C(=C3O)C(=O)C5=C(C4=O)C(=CC=C5)OC)O)(C(=O)CO)O)N)O.Cl. Drug 2: C1=CC=C(C(=C1)C(C2=CC=C(C=C2)Cl)C(Cl)Cl)Cl. Cell line: BT-549. Synergy scores: CSS=6.38, Synergy_ZIP=0.901, Synergy_Bliss=15.8, Synergy_Loewe=-13.0, Synergy_HSA=1.83. (2) Drug 1: CS(=O)(=O)CCNCC1=CC=C(O1)C2=CC3=C(C=C2)N=CN=C3NC4=CC(=C(C=C4)OCC5=CC(=CC=C5)F)Cl. Drug 2: CCCCC(=O)OCC(=O)C1(CC(C2=C(C1)C(=C3C(=C2O)C(=O)C4=C(C3=O)C=CC=C4OC)O)OC5CC(C(C(O5)C)O)NC(=O)C(F)(F)F)O. Cell line: SNB-19. Synergy scores: CSS=30.4, Synergy_ZIP=5.63, Synergy_Bliss=3.71, Synergy_Loewe=-6.39, Synergy_HSA=2.68. (3) Drug 1: COC1=CC(=CC(=C1O)OC)C2C3C(COC3=O)C(C4=CC5=C(C=C24)OCO5)OC6C(C(C7C(O6)COC(O7)C8=CC=CS8)O)O. Drug 2: CC1C(C(CC(O1)OC2CC(CC3=C2C(=C4C(=C3O)C(=O)C5=CC=CC=C5C4=O)O)(C(=O)C)O)N)O. Cell line: UACC62. Synergy scores: CSS=65.4, Synergy_ZIP=-7.77, Synergy_Bliss=-4.46, Synergy_Loewe=-1.59, Synergy_HSA=-0.120. (4) Drug 1: C1=CC(=C2C(=C1NCCNCCO)C(=O)C3=C(C=CC(=C3C2=O)O)O)NCCNCCO. Drug 2: C1C(C(OC1N2C=NC3=C2NC=NCC3O)CO)O. Cell line: HL-60(TB). Synergy scores: CSS=37.8, Synergy_ZIP=-3.07, Synergy_Bliss=-7.29, Synergy_Loewe=-41.8, Synergy_HSA=-6.64. (5) Drug 1: C1CCN(CC1)CCOC2=CC=C(C=C2)C(=O)C3=C(SC4=C3C=CC(=C4)O)C5=CC=C(C=C5)O. Cell line: NCI-H226. Drug 2: CC=C1C(=O)NC(C(=O)OC2CC(=O)NC(C(=O)NC(CSSCCC=C2)C(=O)N1)C(C)C)C(C)C. Synergy scores: CSS=39.9, Synergy_ZIP=1.78, Synergy_Bliss=0.586, Synergy_Loewe=-1.63, Synergy_HSA=-2.09. (6) Drug 1: CC1=C2C(C(=O)C3(C(CC4C(C3C(C(C2(C)C)(CC1OC(=O)C(C(C5=CC=CC=C5)NC(=O)C6=CC=CC=C6)O)O)OC(=O)C7=CC=CC=C7)(CO4)OC(=O)C)O)C)OC(=O)C. Drug 2: CCN(CC)CCCC(C)NC1=C2C=C(C=CC2=NC3=C1C=CC(=C3)Cl)OC. Cell line: SF-539. Synergy scores: CSS=51.3, Synergy_ZIP=-2.75, Synergy_Bliss=1.47, Synergy_Loewe=-16.5, Synergy_HSA=3.99. (7) Drug 1: C1CCN(CC1)CCOC2=CC=C(C=C2)C(=O)C3=C(SC4=C3C=CC(=C4)O)C5=CC=C(C=C5)O. Drug 2: C1CN(CCN1C(=O)CCBr)C(=O)CCBr. Cell line: SR. Synergy scores: CSS=49.6, Synergy_ZIP=-0.849, Synergy_Bliss=-3.81, Synergy_Loewe=-4.19, Synergy_HSA=-2.62. (8) Drug 1: CN(C(=O)NC(C=O)C(C(C(CO)O)O)O)N=O. Drug 2: CC(C)CN1C=NC2=C1C3=CC=CC=C3N=C2N. Cell line: MDA-MB-231. Synergy scores: CSS=7.50, Synergy_ZIP=-4.12, Synergy_Bliss=-2.43, Synergy_Loewe=-2.58, Synergy_HSA=-2.76. (9) Drug 1: CC1=C(C=C(C=C1)NC(=O)C2=CC=C(C=C2)CN3CCN(CC3)C)NC4=NC=CC(=N4)C5=CN=CC=C5. Drug 2: CCC1(CC2CC(C3=C(CCN(C2)C1)C4=CC=CC=C4N3)(C5=C(C=C6C(=C5)C78CCN9C7C(C=CC9)(C(C(C8N6C)(C(=O)OC)O)OC(=O)C)CC)OC)C(=O)OC)O.OS(=O)(=O)O. Synergy scores: CSS=0.0295, Synergy_ZIP=0.0230, Synergy_Bliss=0.418, Synergy_Loewe=-3.83, Synergy_HSA=-1.66. Cell line: M14.